From a dataset of Catalyst prediction with 721,799 reactions and 888 catalyst types from USPTO. Predict which catalyst facilitates the given reaction. (1) The catalyst class is: 4. Product: [C:1]([NH:8][CH:9]1[CH2:14][CH2:13][N:12]([S:23]([CH3:22])(=[O:25])=[O:24])[CH2:11][CH2:10]1)([O:3][C:4]([CH3:7])([CH3:6])[CH3:5])=[O:2]. Reactant: [C:1]([NH:8][CH:9]1[CH2:14][CH2:13][NH:12][CH2:11][CH2:10]1)([O:3][C:4]([CH3:7])([CH3:6])[CH3:5])=[O:2].C(N(CC)CC)C.[CH3:22][S:23](Cl)(=[O:25])=[O:24]. (2) Reactant: [C:1]([N:5]([C:20]([C:22]1[CH:27]=[C:26]([O:28][CH3:29])[C:25]([O:30]C(=O)C)=[C:24]([O:34][CH3:35])[CH:23]=1)=[O:21])[NH:6][C:7]([C:9]1[CH:18]=[CH:17][C:12]2[O:13][CH2:14][CH2:15][O:16][C:11]=2[C:10]=1[CH3:19])=[O:8])([CH3:4])([CH3:3])[CH3:2].N. Product: [C:1]([N:5]([C:20](=[O:21])[C:22]1[CH:27]=[C:26]([O:28][CH3:29])[C:25]([OH:30])=[C:24]([O:34][CH3:35])[CH:23]=1)[NH:6][C:7]([C:9]1[CH:18]=[CH:17][C:12]2[O:13][CH2:14][CH2:15][O:16][C:11]=2[C:10]=1[CH3:19])=[O:8])([CH3:3])([CH3:4])[CH3:2]. The catalyst class is: 5. (3) Reactant: [CH3:1][N:2]([CH2:4][CH:5]([C:14]1([OH:20])[CH2:19][CH2:18][CH2:17][CH2:16][CH2:15]1)[C:6]1[CH:7]=[CH:8][C:9]([O:12][CH3:13])=[CH:10][CH:11]=1)[CH3:3].C(O)(=O)C.C[Si](C)(C)[Cl:27]. Product: [CH3:1][N:2]([CH2:4][CH:5]([C:14]1([OH:20])[CH2:19][CH2:18][CH2:17][CH2:16][CH2:15]1)[C:6]1[CH:7]=[CH:8][C:9]([O:12][CH3:13])=[CH:10][CH:11]=1)[CH3:3].[ClH:27]. The catalyst class is: 13.